From a dataset of Peptide-MHC class I binding affinity with 185,985 pairs from IEDB/IMGT. Regression. Given a peptide amino acid sequence and an MHC pseudo amino acid sequence, predict their binding affinity value. This is MHC class I binding data. (1) The peptide sequence is TLLGLILFV. The MHC is HLA-A68:01 with pseudo-sequence HLA-A68:01. The binding affinity (normalized) is 0. (2) The peptide sequence is RTWNYHGSY. The MHC is HLA-A31:01 with pseudo-sequence HLA-A31:01. The binding affinity (normalized) is 0.582. (3) The peptide sequence is DAAVVFPPV. The MHC is HLA-A69:01 with pseudo-sequence HLA-A69:01. The binding affinity (normalized) is 1.00. (4) The peptide sequence is YIESKRGVY. The MHC is Patr-B0101 with pseudo-sequence Patr-B0101. The binding affinity (normalized) is 0.0103. (5) The peptide sequence is WKFDSSLAF. The MHC is HLA-A24:02 with pseudo-sequence HLA-A24:02. The binding affinity (normalized) is 0.189. (6) The MHC is HLA-B27:05 with pseudo-sequence HLA-B27:05. The peptide sequence is CYPRLWGVR. The binding affinity (normalized) is 0.0847. (7) The peptide sequence is TVFKGFVNK. The MHC is HLA-A31:01 with pseudo-sequence HLA-A31:01. The binding affinity (normalized) is 0.764.